From a dataset of Full USPTO retrosynthesis dataset with 1.9M reactions from patents (1976-2016). Predict the reactants needed to synthesize the given product. (1) Given the product [OH:2][C:3]1[CH:4]=[C:5]2[C:10](=[CH:11][CH:12]=1)[C:9]([C:13]([C:15]1[CH:16]=[CH:17][C:18]([O:21][CH2:22][CH2:23][N:24]3[CH2:29][CH2:28][CH2:27][CH2:26][CH2:25]3)=[CH:19][CH:20]=1)=[O:14])=[C:8]([C:30]1[C:35]([F:36])=[CH:34][CH:33]=[C:32]([F:37])[C:31]=1[F:38])[CH:7]=[CH:6]2, predict the reactants needed to synthesize it. The reactants are: C[O:2][C:3]1[CH:4]=[C:5]2[C:10](=[CH:11][CH:12]=1)[C:9]([C:13]([C:15]1[CH:20]=[CH:19][C:18]([O:21][CH2:22][CH2:23][N:24]3[CH2:29][CH2:28][CH2:27][CH2:26][CH2:25]3)=[CH:17][CH:16]=1)=[O:14])=[C:8]([C:30]1[C:35]([F:36])=[CH:34][CH:33]=[C:32]([F:37])[C:31]=1[F:38])[CH:7]=[CH:6]2.B(Br)(Br)Br. (2) Given the product [NH2:1][C:4]1[CH:9]=[CH:8][C:7]([Cl:10])=[CH:6][C:5]=1[C:11]#[C:12][C:13]1[CH:14]=[CH:15][C:16]([C:17]([O:19][CH3:20])=[O:18])=[CH:21][CH:22]=1, predict the reactants needed to synthesize it. The reactants are: [N+:1]([C:4]1[CH:9]=[CH:8][C:7]([Cl:10])=[CH:6][C:5]=1[C:11]#[C:12][C:13]1[CH:22]=[CH:21][C:16]([C:17]([O:19][CH3:20])=[O:18])=[CH:15][CH:14]=1)([O-])=O. (3) Given the product [CH3:17][C:18]1[C:23]([C:2]2[CH:11]=[CH:10][C:9]3[C:4](=[CH:5][CH:6]=[C:7]([CH2:12][C:13]([O:15][CH3:16])=[O:14])[CH:8]=3)[N:3]=2)=[CH:22][CH:21]=[CH:20][N:19]=1, predict the reactants needed to synthesize it. The reactants are: Cl[C:2]1[CH:11]=[CH:10][C:9]2[C:4](=[CH:5][CH:6]=[C:7]([CH2:12][C:13]([O:15][CH3:16])=[O:14])[CH:8]=2)[N:3]=1.[CH3:17][C:18]1[C:23](B(O)O)=[CH:22][CH:21]=[CH:20][N:19]=1.C([O-])([O-])=O.[Na+].[Na+]. (4) Given the product [OH:13][C:12]1[N:8]([CH2:7][C:6]2[CH:5]=[CH:4][C:3]([O:2][CH3:1])=[CH:16][CH:15]=2)[N:9]=[C:10]([CH3:14])[C:11]=1[C:20]([C:21]1[CH:26]=[CH:25][CH:24]=[CH:23][CH:22]=1)=[O:27], predict the reactants needed to synthesize it. The reactants are: [CH3:1][O:2][C:3]1[CH:16]=[CH:15][C:6]([CH2:7][N:8]2[C:12]([OH:13])=[CH:11][C:10]([CH3:14])=[N:9]2)=[CH:5][CH:4]=1.[OH-].[Ca+2].[OH-].[C:20](Cl)(=[O:27])[C:21]1[CH:26]=[CH:25][CH:24]=[CH:23][CH:22]=1.C(OCC)(=O)C.CCCCCC. (5) The reactants are: C(N(CC)CC)C.[C:8]1([C:17]2[CH:22]=[CH:21][CH:20]=[CH:19][CH:18]=2)[CH:13]=[CH:12][C:11]([C:14](Cl)=[O:15])=[CH:10][CH:9]=1.[NH2:23][C:24]1[CH:28]=[CH:27][S:26][C:25]=1[C:29]([O:31][CH3:32])=[O:30].O. Given the product [C:8]1([C:17]2[CH:22]=[CH:21][CH:20]=[CH:19][CH:18]=2)[CH:13]=[CH:12][C:11]([C:14]([NH:23][C:24]2[CH:28]=[CH:27][S:26][C:25]=2[C:29]([O:31][CH3:32])=[O:30])=[O:15])=[CH:10][CH:9]=1, predict the reactants needed to synthesize it. (6) Given the product [OH:78][CH2:77][CH2:76][NH:75][C:10](=[O:11])/[CH:9]=[C:8]1\[C:2]([F:35])([F:1])[CH2:3][CH2:4][N:5]([C:18](=[O:34])[C:19]2[CH:24]=[CH:23][C:22]([O:25][CH2:26][C@H:27]([F:29])[CH3:28])=[CH:21][C:20]=2[C:30]([F:31])([F:32])[F:33])[C:6]2[CH:16]=[CH:15][C:14]([F:17])=[CH:13][C:7]\1=2, predict the reactants needed to synthesize it. The reactants are: [F:1][C:2]1([F:35])[CH2:3][CH2:4][N:5]([C:18](=[O:34])[C:19]2[CH:24]=[CH:23][C:22]([O:25][CH2:26][C@H:27]([F:29])[CH3:28])=[CH:21][C:20]=2[C:30]([F:33])([F:32])[F:31])[C:6]2[CH:16]=[CH:15][C:14]([F:17])=[CH:13][C:7]=2/[C:8]/1=[CH:9]/[C:10](O)=[O:11].S(Cl)(Cl)=O.FC1(F)CCN(C(=O)C2C=CC(OC[C@H](F)C)=CC=2C(F)(F)F)C2C=CC(F)=CC=2/C/1=C/C(Cl)=O.[NH2:75][CH2:76][CH2:77][OH:78].C(OC(C)C)(=O)C.